Dataset: Catalyst prediction with 721,799 reactions and 888 catalyst types from USPTO. Task: Predict which catalyst facilitates the given reaction. (1) Reactant: [Br:1][C:2]1[CH:9]=[C:8](F)[CH:7]=[CH:6][C:3]=1[C:4]#[N:5].Cl.[NH2:12][C@@H:13]([C:15]([NH2:17])=[O:16])[CH3:14].CC(N(C)C)=O.CCOC(C)=O. Product: [Br:1][C:2]1[CH:9]=[C:8]([NH:12][C@H:13]([CH3:14])[C:15]([NH2:17])=[O:16])[CH:7]=[CH:6][C:3]=1[C:4]#[N:5]. The catalyst class is: 58. (2) Reactant: [NH2:1][CH:2]1[CH2:7][CH2:6][N:5]([CH2:8][CH2:9][N:10]2[C:19]3[C:14](=[CH:15][CH:16]=[C:17]([F:20])[CH:18]=3)[N:13]=[CH:12][C:11]2=[O:21])[CH2:4][CH2:3]1.[F:22][C:23]1[CH:24]=[C:25]2[C:29](=[CH:30][CH:31]=1)[NH:28][C:27]([C:32](O)=[O:33])=[CH:26]2.CC[N+](CCCN(C)C)=C=N.O.ON1C2C=CC=CC=2N=N1. Product: [F:22][C:23]1[CH:24]=[C:25]2[C:29](=[CH:30][CH:31]=1)[NH:28][C:27]([C:32]([NH:1][CH:2]1[CH2:3][CH2:4][N:5]([CH2:8][CH2:9][N:10]3[C:19]4[C:14](=[CH:15][CH:16]=[C:17]([F:20])[CH:18]=4)[N:13]=[CH:12][C:11]3=[O:21])[CH2:6][CH2:7]1)=[O:33])=[CH:26]2. The catalyst class is: 139.